Dataset: Full USPTO retrosynthesis dataset with 1.9M reactions from patents (1976-2016). Task: Predict the reactants needed to synthesize the given product. (1) Given the product [CH:4]([N:24]1[CH2:23][CH2:22][N:19]2[CH2:20][CH2:21][N:16]([C:15]3[CH:14]=[CH:13][N:12]=[CH:11][C:10]=3[N+:7]([O-:9])=[O:8])[CH2:17][CH:18]2[C:25]1=[O:26])([CH3:6])[CH3:5], predict the reactants needed to synthesize it. The reactants are: [H-].[Na+].I[CH:4]([CH3:6])[CH3:5].[N+:7]([C:10]1[CH:11]=[N:12][CH:13]=[CH:14][C:15]=1[N:16]1[CH2:21][CH2:20][N:19]2[CH2:22][CH2:23][NH:24][C:25](=[O:26])[CH:18]2[CH2:17]1)([O-:9])=[O:8]. (2) The reactants are: Br[C:2]1[C:3]([Cl:19])=[C:4]2[CH:10]=[CH:9][N:8]([CH2:11][O:12][CH2:13][CH2:14][Si:15]([CH3:18])([CH3:17])[CH3:16])[C:5]2=[N:6][CH:7]=1.[CH2:20]([O:22][C:23]([C:25]1[CH:26]=[N:27][CH:28]=[C:29](B2OC(C)(C)C(C)(C)O2)[CH:30]=1)=[O:24])[CH3:21].ClCCl.O. Given the product [CH2:20]([O:22][C:23](=[O:24])[C:25]1[CH:30]=[C:29]([C:2]2[C:3]([Cl:19])=[C:4]3[CH:10]=[CH:9][N:8]([CH2:11][O:12][CH2:13][CH2:14][Si:15]([CH3:18])([CH3:17])[CH3:16])[C:5]3=[N:6][CH:7]=2)[CH:28]=[N:27][CH:26]=1)[CH3:21], predict the reactants needed to synthesize it.